Predict the product of the given reaction. From a dataset of Forward reaction prediction with 1.9M reactions from USPTO patents (1976-2016). The product is: [C:1]1([S:7]([NH:10][C:11]2[S:15][C:14]([CH2:16][CH3:17])=[C:13]([CH:19]([CH3:26])[CH3:18])[C:12]=2[C:20]([O:22][CH3:23])=[O:21])(=[O:8])=[O:9])[CH:2]=[CH:3][CH:4]=[CH:5][CH:6]=1. Given the reactants [C:1]1([S:7]([NH:10][C:11]2[S:15][C:14]3[CH2:16][CH2:17][CH2:18][CH2:19][C:13]=3[C:12]=2[C:20]([O:22][CH2:23]C)=[O:21])(=[O:9])=[O:8])[CH:6]=[CH:5][CH:4]=[CH:3][CH:2]=1.N[C:26]1SC(CC)=C(C(C)C)C=1C(OC)=O.C1(S(Cl)(=O)=O)C=CC=CC=1, predict the reaction product.